Dataset: Retrosynthesis with 50K atom-mapped reactions and 10 reaction types from USPTO. Task: Predict the reactants needed to synthesize the given product. (1) The reactants are: CCNCC.O=C(O)CC(NC(=O)C1CCCCN1C(=O)N1c2ccccc2Sc2ccccc21)C(=O)CF. Given the product CCN(CC)C(=O)CC(NC(=O)C1CCCCN1C(=O)N1c2ccccc2Sc2ccccc21)C(=O)CF, predict the reactants needed to synthesize it. (2) The reactants are: CN(C)Nc1c([N+](=O)[O-])cc(C(F)(F)F)c(Cl)c1[N+](=O)[O-].C[O-]. Given the product COc1c(C(F)(F)F)cc([N+](=O)[O-])c(NN(C)C)c1[N+](=O)[O-], predict the reactants needed to synthesize it. (3) Given the product CCCCNC1CC(C)(C)N(OC)C(C)(C)C1, predict the reactants needed to synthesize it. The reactants are: CCCCN.CON1C(C)(C)CC(=O)CC1(C)C. (4) Given the product CN(C[C@H]1CC[C@H](C=O)CC1)C(=O)OCc1ccccc1, predict the reactants needed to synthesize it. The reactants are: CN(C[C@H]1CC[C@H](CO)CC1)C(=O)OCc1ccccc1. (5) The reactants are: COC(=O)c1ccc2c(c1)C(OS(=O)(=O)C(F)(F)F)=CC2(C)C.O=C(/C=C/c1ccccc1)/C=C/c1ccccc1. Given the product COC(=O)c1ccc2c(c1)C(c1ccccc1)=CC2(C)C, predict the reactants needed to synthesize it. (6) Given the product CC(CC(=O)O)NC(=O)OCc1ccccc1, predict the reactants needed to synthesize it. The reactants are: CC(N)CC(=O)O.O=C(Cl)OCc1ccccc1.